From a dataset of Forward reaction prediction with 1.9M reactions from USPTO patents (1976-2016). Predict the product of the given reaction. The product is: [CH3:1][O:2][C:3]([C:5]1[C:6]([OH:24])=[C:7]2[C:12](=[C:13]([C:25]#[N:26])[N:14]=1)[N:11]([CH2:16][C:17]1[CH:22]=[CH:21][CH:20]=[CH:19][CH:18]=1)[C:10](=[O:23])[CH2:9][CH2:8]2)=[O:4]. Given the reactants [CH3:1][O:2][C:3]([C:5]1[C:6]([OH:24])=[C:7]2[C:12](=[C:13](Br)[N:14]=1)[N:11]([CH2:16][C:17]1[CH:22]=[CH:21][CH:20]=[CH:19][CH:18]=1)[C:10](=[O:23])[CH2:9][CH2:8]2)=[O:4].[C:25]([Cu])#[N:26].C(Cl)Cl.Cl, predict the reaction product.